This data is from Peptide-MHC class I binding affinity with 185,985 pairs from IEDB/IMGT. The task is: Regression. Given a peptide amino acid sequence and an MHC pseudo amino acid sequence, predict their binding affinity value. This is MHC class I binding data. (1) The peptide sequence is IPLTEEAEL. The MHC is HLA-A03:01 with pseudo-sequence HLA-A03:01. The binding affinity (normalized) is 0. (2) The peptide sequence is IYTTNDNNY. The MHC is HLA-B18:01 with pseudo-sequence HLA-B18:01. The binding affinity (normalized) is 0.0847. (3) The peptide sequence is RNEQGQTLW. The MHC is HLA-A01:01 with pseudo-sequence HLA-A01:01. The binding affinity (normalized) is 0.0847. (4) The peptide sequence is RVRQQVIQL. The MHC is HLA-B08:02 with pseudo-sequence HLA-B08:02. The binding affinity (normalized) is 0.0847.